The task is: Binary Classification. Given a miRNA mature sequence and a target amino acid sequence, predict their likelihood of interaction.. This data is from Experimentally validated miRNA-target interactions with 360,000+ pairs, plus equal number of negative samples. (1) The miRNA is mmu-miR-540-3p with sequence AGGUCAGAGGUCGAUCCUGG. The protein sequence of the target gene is MSKMKNPRTFEEQTECIVNSLLKDFRTPLSHAANRNLSGADEPCSGEDYSFDVAIIVGRLRILGDQFNGELEASANNIIAVTIGGQAGSTVLNDTVQSLSRTWCTQDPTLVFERAFLAVSVKLLEYVVRKAPNVARQVANYVTGMINGNTAIREFIQGQGGWENLES. Result: 0 (no interaction). (2) The miRNA is hsa-miR-590-5p with sequence GAGCUUAUUCAUAAAAGUGCAG. The protein sequence of the target gene is MCGSALAFFTAAFVCLQNDRRGPASFLWAAWVFSLVLGLGQGEDNRCASSNAASCARCLALGPECGWCVQEDFISGGSRSERCDIVSNLISKGCSVDSIEYPSVHVIIPTENEINTQVTPGEVSIQLRPGAEANFMLKVHPLKKYPVDLYYLVDVSASMHNNIEKLNSVGNDLSRKMAFFSRDFRLGFGSYVDKTVSPYISIHPERIHNQCSDYNLDCMPPHGYIHVLSLTENITEFEKAVHRQKISGNIDTPEGGFDAMLQAAVCESHIGWRKEAKRLLLVMTDQTSHLALDSKLAGIV.... Result: 1 (interaction).